From a dataset of Experimentally validated miRNA-target interactions with 360,000+ pairs, plus equal number of negative samples. Binary Classification. Given a miRNA mature sequence and a target amino acid sequence, predict their likelihood of interaction. The miRNA is hsa-miR-8485 with sequence CACACACACACACACACGUAU. The protein sequence of the target gene is MCARGQVGRGTQLRTGRPCSQVPGSRWRPERLLRRQRAGGRPSRPHPARARPGLSLPATLLGSRAAAAVPLPLPPALAPGDPAMPVRTECPPPAGASAASAASLIPPPPINTQQPGVATSLLYSGSKFRGHQKSKGNSYDVEVVLQHVDTGNSYLCGYLKIKGLTEEYPTLTTFFEGEIISKKHPFLTRKWDADEDVDRKHWGKFLAFYQYAKSFNSDDFDYEELKNGDYVFMRWKEQFLVPDHTIKDISGASFAGFYYICFQKSAASIEGYYYHRSSEWYQSLNLTHVPEHSAPIYEFR.... Result: 1 (interaction).